From a dataset of Peptide-MHC class I binding affinity with 185,985 pairs from IEDB/IMGT. Regression. Given a peptide amino acid sequence and an MHC pseudo amino acid sequence, predict their binding affinity value. This is MHC class I binding data. (1) The peptide sequence is LLLTLGIPGL. The MHC is H-2-Db with pseudo-sequence H-2-Db. The binding affinity (normalized) is 0.0241. (2) The peptide sequence is HTLWKAGILYK. The MHC is HLA-A11:01 with pseudo-sequence HLA-A11:01. The binding affinity (normalized) is 0.754. (3) The peptide sequence is HHSDDALFI. The MHC is HLA-A31:01 with pseudo-sequence HLA-A31:01. The binding affinity (normalized) is 0.0847. (4) The binding affinity (normalized) is 0.164. The MHC is HLA-A33:01 with pseudo-sequence HLA-A33:01. The peptide sequence is AISKLGINY. (5) The binding affinity (normalized) is 0.0847. The peptide sequence is LPSSSSYSY. The MHC is HLA-A02:19 with pseudo-sequence HLA-A02:19. (6) The peptide sequence is SGPSNTYPEI. The MHC is HLA-A02:03 with pseudo-sequence HLA-A02:03. The binding affinity (normalized) is 0. (7) The peptide sequence is SHEQGDIAL. The MHC is HLA-B57:01 with pseudo-sequence HLA-B57:01. The binding affinity (normalized) is 0.0847. (8) The peptide sequence is RLASSLYVY. The MHC is HLA-B58:01 with pseudo-sequence HLA-B58:01. The binding affinity (normalized) is 0.399.